Dataset: CYP1A2 inhibition data for predicting drug metabolism from PubChem BioAssay. Task: Regression/Classification. Given a drug SMILES string, predict its absorption, distribution, metabolism, or excretion properties. Task type varies by dataset: regression for continuous measurements (e.g., permeability, clearance, half-life) or binary classification for categorical outcomes (e.g., BBB penetration, CYP inhibition). Dataset: cyp1a2_veith. (1) The molecule is COCCCN1C(=O)C(=O)/C(=C(/O)c2ccc(OC(C)C)c(C)c2)C1c1ccncc1. The result is 0 (non-inhibitor). (2) The compound is Cc1ccc(Sc2c([N+](=O)[O-])ncn2C)cc1. The result is 0 (non-inhibitor). (3) The drug is C[C@@H](c1ccccc1)N1C(=O)[C@H]2CC[C@H]3/C(=N\OCc4ccccc4)C[C@@H](O)[C@@H](O)[C@@H]3[C@@H]2C1=O. The result is 0 (non-inhibitor). (4) The molecule is Cc1cc(-c2cccs2)nc(-n2cccc2)n1. The result is 1 (inhibitor). (5) The compound is Nc1nc(-c2cccc([N+](=O)[O-])c2)cc(-c2cc(-c3cccc([N+](=O)[O-])c3)nc(N)n2)n1. The result is 0 (non-inhibitor). (6) The compound is COc1ncc2nc(-c3cc(F)cc(F)c3)c(=O)n(C3CC3)c2n1. The result is 1 (inhibitor). (7) The molecule is COc1ccc(OCCn2cc(/C(N)=N/O)c3ccccc32)cc1. The result is 1 (inhibitor). (8) The drug is O=C(N/N=C(\c1ccccc1)c1cccnc1)C(O)(c1ccccc1)c1ccccc1. The result is 0 (non-inhibitor). (9) The molecule is CSc1ccc2c(c1)[C@H](N1CCN(C)CC1)Cc1ccccc1S2. The result is 1 (inhibitor).